Dataset: Full USPTO retrosynthesis dataset with 1.9M reactions from patents (1976-2016). Task: Predict the reactants needed to synthesize the given product. (1) Given the product [CH2:27]([O:26][C:14]1[CH:13]=[C:12](/[CH:11]=[C:6](\[O:5][CH3:4])/[C:7]([OH:9])=[O:8])[CH:17]=[CH:16][C:15]=1[O:18][S:19]([C:22]([F:25])([F:23])[F:24])(=[O:21])=[O:20])[CH2:28][CH2:29][CH3:30], predict the reactants needed to synthesize it. The reactants are: O.[OH-].[Li+].[CH3:4][O:5]/[C:6](=[CH:11]\[C:12]1[CH:17]=[CH:16][C:15]([O:18][S:19]([C:22]([F:25])([F:24])[F:23])(=[O:21])=[O:20])=[C:14]([O:26][CH2:27][CH2:28][CH2:29][CH3:30])[CH:13]=1)/[C:7]([O:9]C)=[O:8].Cl. (2) Given the product [NH2:1][C:2]1[CH:3]=[C:4]([CH:8]=[C:9]([N+:11]([O-:13])=[O:12])[CH:10]=1)[C:5]([O:7][CH3:18])=[O:6], predict the reactants needed to synthesize it. The reactants are: [NH2:1][C:2]1[CH:3]=[C:4]([CH:8]=[C:9]([N+:11]([O-:13])=[O:12])[CH:10]=1)[C:5]([OH:7])=[O:6].S(Cl)(Cl)=O.[CH3:18]O. (3) Given the product [CH3:1][N:2]1[C:10]2[C:5](=[CH:6][CH:7]=[CH:8][CH:9]=2)[C:4]([C:11]2[O:12][C:13]([C:16]3[CH:17]=[C:18]4[C:23](=[CH:24][CH:25]=3)[CH:22]=[C:21]([O:26][CH2:27][C:28]([OH:30])=[O:29])[CH:20]=[CH:19]4)=[CH:14][N:15]=2)=[CH:3]1, predict the reactants needed to synthesize it. The reactants are: [CH3:1][N:2]1[C:10]2[C:5](=[CH:6][CH:7]=[CH:8][CH:9]=2)[C:4]([C:11]2[O:12][C:13]([C:16]3[CH:17]=[C:18]4[C:23](=[CH:24][CH:25]=3)[CH:22]=[C:21]([O:26][CH2:27][C:28]([O:30]C)=[O:29])[CH:20]=[CH:19]4)=[CH:14][N:15]=2)=[CH:3]1.[OH-].[Na+].Cl. (4) Given the product [NH:15]([C:2]1[CH:9]=[CH:8][C:5]([C:6]#[N:7])=[CH:4][C:3]=1[S:10]([CH3:13])(=[O:12])=[O:11])[NH2:16], predict the reactants needed to synthesize it. The reactants are: F[C:2]1[CH:9]=[CH:8][C:5]([C:6]#[N:7])=[CH:4][C:3]=1[S:10]([CH3:13])(=[O:12])=[O:11].O.[NH2:15][NH2:16]. (5) The reactants are: [CH3:1][N:2]1[CH:6]=[C:5]([C:7]([O:9]CC)=O)[CH:4]=[N:3]1.C1(C)C=CC=CC=1.[C:19](#[N:21])[CH3:20].CC([O-])(C)C.[K+].Cl. Given the product [CH3:1][N:2]1[CH:6]=[C:5]([C:7](=[O:9])[CH2:20][C:19]#[N:21])[CH:4]=[N:3]1, predict the reactants needed to synthesize it. (6) Given the product [Cl:1][C:2]1[CH:7]=[CH:6][C:5]([CH:8]([C:15]2[C:23]3[C:18](=[C:19]([CH2:24][S:25][CH3:26])[CH:20]=[CH:21][CH:22]=3)[NH:17][CH:16]=2)[CH2:9][CH2:10][OH:11])=[C:4]([F:27])[CH:3]=1, predict the reactants needed to synthesize it. The reactants are: [Cl:1][C:2]1[CH:7]=[CH:6][C:5]([CH:8]([C:15]2[C:23]3[C:18](=[C:19]([CH2:24][S:25][CH3:26])[CH:20]=[CH:21][CH:22]=3)[NH:17][CH:16]=2)[CH2:9][C:10](OCC)=[O:11])=[C:4]([F:27])[CH:3]=1.[H-].[Al+3].[Li+].[H-].[H-].[H-].Cl. (7) Given the product [OH:2][CH2:3][C@@H:5]([NH:7][C:8](=[O:33])[C:9]1[CH:10]=[CH:11][C:12]([N:15]2[CH2:19][CH2:18][C@H:17]([NH:20][C@@H:21]([C:23]3[C:32]4[C:27](=[CH:28][CH:29]=[CH:30][CH:31]=4)[CH:26]=[CH:25][CH:24]=3)[CH3:22])[CH2:16]2)=[CH:13][CH:14]=1)[CH3:6], predict the reactants needed to synthesize it. The reactants are: C[O:2][C:3]([C@@H:5]([NH:7][C:8](=[O:33])[C:9]1[CH:14]=[CH:13][C:12]([N:15]2[CH2:19][CH2:18][C@H:17]([NH:20][C@@H:21]([C:23]3[C:32]4[C:27](=[CH:28][CH:29]=[CH:30][CH:31]=4)[CH:26]=[CH:25][CH:24]=3)[CH3:22])[CH2:16]2)=[CH:11][CH:10]=1)[CH3:6])=O.[BH4-].[Li+].[Cl-].[NH4+].C(Cl)(Cl)Cl.